This data is from Forward reaction prediction with 1.9M reactions from USPTO patents (1976-2016). The task is: Predict the product of the given reaction. (1) The product is: [CH2:36]([N:35]([S:32]([N:6]([CH2:5][C:4]([OH:40])=[O:3])[CH2:7][C:8]1[CH:13]=[CH:12][CH:11]=[C:10]([O:14][CH2:15][C:16]2[N:17]=[C:18]([C:22]3[CH:23]=[CH:24][C:25]([C:28]([F:30])([F:31])[F:29])=[CH:26][CH:27]=3)[O:19][C:20]=2[CH3:21])[CH:9]=1)(=[O:33])=[O:34])[CH2:38][CH3:39])[CH3:37]. Given the reactants C([O:3][C:4](=[O:40])[CH2:5][N:6]([S:32]([N:35]([CH2:38][CH3:39])[CH2:36][CH3:37])(=[O:34])=[O:33])[CH2:7][C:8]1[CH:13]=[CH:12][CH:11]=[C:10]([O:14][CH2:15][C:16]2[N:17]=[C:18]([C:22]3[CH:27]=[CH:26][C:25]([C:28]([F:31])([F:30])[F:29])=[CH:24][CH:23]=3)[O:19][C:20]=2[CH3:21])[CH:9]=1)C.O.[OH-].[Li+], predict the reaction product. (2) Given the reactants [NH2:1][C:2]1[CH:43]=[CH:42][C:5]([C:6]([NH:8][CH:9]2[CH2:12][C:11]3([CH2:15][CH:14]([NH:16][C:17]4[N:22]=[C:21]([C:23]5[C:31]6[C:26](=[CH:27][CH:28]=[CH:29][CH:30]=6)[N:25](S(C6C=CC=CC=6)(=O)=O)[CH:24]=5)[C:20]([Cl:41])=[CH:19][N:18]=4)[CH2:13]3)[CH2:10]2)=[O:7])=[CH:4][CH:3]=1.[OH-].[Na+], predict the reaction product. The product is: [NH2:1][C:2]1[CH:43]=[CH:42][C:5]([C:6]([NH:8][CH:9]2[CH2:10][C:11]3([CH2:15][CH:14]([NH:16][C:17]4[N:22]=[C:21]([C:23]5[C:31]6[C:26](=[CH:27][CH:28]=[CH:29][CH:30]=6)[NH:25][CH:24]=5)[C:20]([Cl:41])=[CH:19][N:18]=4)[CH2:13]3)[CH2:12]2)=[O:7])=[CH:4][CH:3]=1. (3) Given the reactants [CH:1]([C:3]1[S:7][C:6]([NH:8][C:9](=[O:11])[CH3:10])=[N:5][CH:4]=1)=O.[C:12]1([C:18]2([OH:24])[CH2:23][CH2:22][NH:21][CH2:20][CH2:19]2)[CH:17]=[CH:16][CH:15]=[CH:14][CH:13]=1, predict the reaction product. The product is: [OH:24][C:18]1([C:12]2[CH:17]=[CH:16][CH:15]=[CH:14][CH:13]=2)[CH2:23][CH2:22][N:21]([CH2:1][C:3]2[S:7][C:6]([NH:8][C:9](=[O:11])[CH3:10])=[N:5][CH:4]=2)[CH2:20][CH2:19]1. (4) The product is: [CH3:31][O:30][C:16]1[CH:17]=[C:18]([O:21][CH2:22][O:23][CH2:24][CH2:25][Si:26]([CH3:29])([CH3:28])[CH3:27])[CH:19]=[CH:20][C:15]=1[C:11]1[CH:10]=[C:9]2[C:14]([C:6]([CH:3]=[O:2])=[N:7][N:8]2[CH2:32][O:33][CH2:34][CH2:35][Si:36]([CH3:39])([CH3:38])[CH3:37])=[CH:13][CH:12]=1. Given the reactants C[O:2][CH:3]([C:6]1[C:14]2[C:9](=[CH:10][C:11]([C:15]3[CH:20]=[CH:19][C:18]([O:21][CH2:22][O:23][CH2:24][CH2:25][Si:26]([CH3:29])([CH3:28])[CH3:27])=[CH:17][C:16]=3[O:30][CH3:31])=[CH:12][CH:13]=2)[N:8]([CH2:32][O:33][CH2:34][CH2:35][Si:36]([CH3:39])([CH3:38])[CH3:37])[N:7]=1)OC, predict the reaction product. (5) Given the reactants [CH3:1][O:2][C:3]1[CH:8]=[C:7]([CH3:9])[C:6]([S:10]([N:13]([CH2:15][CH2:16][O:17][CH2:18][C:19]([OH:21])=O)[CH3:14])(=[O:12])=[O:11])=[C:5]([CH3:22])[CH:4]=1.C(N(C(C)C)CC)(C)C.C1C=CC2N(O)N=NC=2C=1.CCN=C=NCCCN(C)C.Cl.[CH3:54][N:55]([CH3:72])[C:56]1([C:66]2[CH:67]=[N:68][CH:69]=[CH:70][CH:71]=2)[CH2:61][CH2:60][CH:59]([CH2:62][CH2:63][NH:64][CH3:65])[CH2:58][CH2:57]1, predict the reaction product. The product is: [CH3:72][N:55]([CH3:54])[C:56]1([C:66]2[CH:67]=[N:68][CH:69]=[CH:70][CH:71]=2)[CH2:57][CH2:58][CH:59]([CH2:62][CH2:63][N:64]([CH3:65])[C:19](=[O:21])[CH2:18][O:17][CH2:16][CH2:15][N:13]([CH3:14])[S:10]([C:6]2[C:5]([CH3:22])=[CH:4][C:3]([O:2][CH3:1])=[CH:8][C:7]=2[CH3:9])(=[O:11])=[O:12])[CH2:60][CH2:61]1. (6) Given the reactants C(Cl)CCl.[C:5]([C:8]1[CH:9]=[CH:10][C:11]2[NH:17][C@@H:16]([CH2:18][C:19]([O:21][CH3:22])=[O:20])[C:15](=[O:23])[N:14]([CH3:24])[CH2:13][C:12]=2[CH:25]=1)([OH:7])=O.Cl.Cl.[NH2:28][CH2:29][C:30]1[NH:31][C:32]2[CH:38]=[CH:37][CH:36]=[CH:35][C:33]=2[N:34]=1.C1C=CC2N(O)N=NC=2C=1.O.C(N(C(C)C)CC)(C)C, predict the reaction product. The product is: [N:31]1[C:32]2[CH:38]=[CH:37][CH:36]=[CH:35][C:33]=2[NH:34][C:30]=1[CH2:29][NH:28][C:5]([C:8]1[CH:9]=[CH:10][C:11]2[NH:17][C@@H:16]([CH2:18][C:19]([O:21][CH3:22])=[O:20])[C:15](=[O:23])[N:14]([CH3:24])[CH2:13][C:12]=2[CH:25]=1)=[O:7]. (7) Given the reactants [Cl-].[OH:2][NH3+:3].C(N(CC)CC)C.[CH2:11]([CH:13]1[CH2:26][C:25]2[S:24][C:23]3[C:18](=[CH:19][CH:20]=[C:21]([C:27]#[N:28])[CH:22]=3)[C:17](=[O:29])[C:16]=2[CH2:15][CH2:14]1)[CH3:12], predict the reaction product. The product is: [CH2:11]([CH:13]1[CH2:26][C:25]2[S:24][C:23]3[C:18](=[CH:19][CH:20]=[C:21]([C:27](=[N:3][OH:2])[NH2:28])[CH:22]=3)[C:17](=[O:29])[C:16]=2[CH2:15][CH2:14]1)[CH3:12]. (8) Given the reactants [Cl:1][C:2]1[CH:7]=[C:6]([Cl:8])[CH:5]=[CH:4][C:3]=1[C:9]1[N:10]=[C:11](/[CH:16]=[CH:17]/[C:18]2[CH:23]=[CH:22][C:21]([C:24]3[CH:29]=[CH:28][C:27]([OH:30])=[CH:26][CH:25]=3)=[CH:20][CH:19]=2)[N:12]([CH2:14][CH3:15])[CH:13]=1.[CH3:31][O:32][C:33]([C:35]1[O:36][C:37](Br)=[CH:38][CH:39]=1)=[O:34], predict the reaction product. The product is: [CH3:31][O:32][C:33]([C:35]1[O:36][C:37]([O:30][C:27]2[CH:26]=[CH:25][C:24]([C:21]3[CH:22]=[CH:23][C:18](/[CH:17]=[CH:16]/[C:11]4[N:12]([CH2:14][CH3:15])[CH:13]=[C:9]([C:3]5[CH:4]=[CH:5][C:6]([Cl:8])=[CH:7][C:2]=5[Cl:1])[N:10]=4)=[CH:19][CH:20]=3)=[CH:29][CH:28]=2)=[CH:38][CH:39]=1)=[O:34]. (9) Given the reactants [CH2:1]([O:5][C:6]1[CH:11]=[CH:10][C:9]([C:12]2[S:16][C:15]([S:17]([C:20]3([C:26]([NH:28][O:29]C4CCCCO4)=[O:27])[CH2:25][CH2:24][O:23][CH2:22][CH2:21]3)(=[O:19])=[O:18])=[CH:14][CH:13]=2)=[CH:8][CH:7]=1)[CH2:2][CH2:3][CH3:4].CO.Cl, predict the reaction product. The product is: [CH2:1]([O:5][C:6]1[CH:11]=[CH:10][C:9]([C:12]2[S:16][C:15]([S:17]([C:20]3([C:26]([NH:28][OH:29])=[O:27])[CH2:25][CH2:24][O:23][CH2:22][CH2:21]3)(=[O:19])=[O:18])=[CH:14][CH:13]=2)=[CH:8][CH:7]=1)[CH2:2][CH2:3][CH3:4].